From a dataset of Forward reaction prediction with 1.9M reactions from USPTO patents (1976-2016). Predict the product of the given reaction. (1) Given the reactants [CH2:1]([C:7]1[C:28]([CH2:29][CH2:30][CH2:31][CH2:32][CH2:33][CH3:34])=[CH:27][C:26]2[C:9](=[CH:10][C:11]3[C:12](=[O:48])[C:13]4[C:22]([C:23](=[O:35])[C:24]=3[CH:25]=2)=[CH:21][C:20]2[C:15](=[CH:16][C:17]([CH2:42][CH2:43][CH2:44][CH2:45][CH2:46][CH3:47])=[C:18]([CH2:36][CH2:37][CH2:38][CH2:39][CH2:40][CH3:41])[CH:19]=2)[CH:14]=4)[CH:8]=1)[CH2:2][CH2:3][CH2:4][CH2:5][CH3:6].C([BH-](CC)CC)C.[Li+].Cl, predict the reaction product. The product is: [CH2:36]([C:18]1[C:17]([CH2:42][CH2:43][CH2:44][CH2:45][CH2:46][CH3:47])=[CH:16][C:15]2[C:20](=[CH:21][C:22]3[CH:23]([OH:35])[C:24]4[C:11]([CH:12]([OH:48])[C:13]=3[CH:14]=2)=[CH:10][C:9]2[C:26](=[CH:27][C:28]([CH2:29][CH2:30][CH2:31][CH2:32][CH2:33][CH3:34])=[C:7]([CH2:1][CH2:2][CH2:3][CH2:4][CH2:5][CH3:6])[CH:8]=2)[CH:25]=4)[CH:19]=1)[CH2:37][CH2:38][CH2:39][CH2:40][CH3:41]. (2) Given the reactants [H-].[Na+].[O:3]=[C:4]([CH2:12][CH2:13][CH2:14][CH2:15][CH3:16])[CH2:5]P(=O)(OC)OC.[CH3:17][O:18][C:19](=[O:35])[CH2:20][CH2:21][CH2:22][C:23]#[C:24][CH2:25][N:26]1[C:31](=[O:32])[CH2:30][CH2:29][CH2:28][C@@H:27]1[CH:33]=O, predict the reaction product. The product is: [CH3:17][O:18][C:19](=[O:35])[CH2:20][CH2:21][CH2:22][C:23]#[C:24][CH2:25][N:26]1[C@@H:27](/[CH:33]=[CH:5]/[C:4](=[O:3])[CH2:12][CH2:13][CH2:14][CH2:15][CH3:16])[CH2:28][CH2:29][CH2:30][C:31]1=[O:32]. (3) Given the reactants [OH-].[Li+].[CH3:3][O:4][C:5]1[CH:6]=[C:7]([CH:10]=[CH:11][C:12]=1[N:13]1[CH:17]=[C:16]([CH3:18])[N:15]=[CH:14]1)[CH:8]=O.C(OP([CH:27]1[CH2:35][CH2:34][C@@H:33]2[N:29]([C@H:30]([C:36]3[CH:41]=[C:40]([F:42])[C:39]([F:43])=[CH:38][C:37]=3[F:44])[CH2:31][CH2:32]2)[C:28]1=[O:45])(=O)OCC)C.C(O)C, predict the reaction product. The product is: [F:44][C:37]1[CH:38]=[C:39]([F:43])[C:40]([F:42])=[CH:41][C:36]=1[C@H:30]1[N:29]2[C@@H:33]([CH2:34][CH2:35]/[C:27](=[CH:8]\[C:7]3[CH:10]=[CH:11][C:12]([N:13]4[CH:17]=[C:16]([CH3:18])[N:15]=[CH:14]4)=[C:5]([O:4][CH3:3])[CH:6]=3)/[C:28]2=[O:45])[CH2:32][CH2:31]1. (4) Given the reactants [CH3:1][C:2]1[N:7]=[C:6]([CH3:8])[C:5]([CH3:9])=[N:4][C:3]=1[CH3:10].C(Cl)(Cl)(Cl)Cl.C1C(=O)N([Br:23])C(=O)C1.C(OOC(=O)C1C=CC=CC=1)(=O)C1C=CC=CC=1, predict the reaction product. The product is: [Br:23][CH2:10][C:3]1[C:2]([CH3:1])=[N:7][C:6]([CH3:8])=[C:5]([CH3:9])[N:4]=1. (5) Given the reactants [CH:1]1([C:7]2[C:15]3[C:10](=[CH:11][C:12]([C:16]([O:18]C)=[O:17])=[CH:13][CH:14]=3)[NH:9][C:8]=2[C:20]2[CH:25]=[CH:24][CH:23]=[CH:22][CH:21]=2)[CH2:6][CH2:5][CH2:4][CH2:3][CH2:2]1.Br[CH2:27][C:28]1[CH:33]=[CH:32][C:31]([S:34]([CH3:37])(=[O:36])=[O:35])=[CH:30][CH:29]=1, predict the reaction product. The product is: [CH:1]1([C:7]2[C:15]3[C:10](=[CH:11][C:12]([C:16]([OH:18])=[O:17])=[CH:13][CH:14]=3)[N:9]([CH2:27][C:28]3[CH:33]=[CH:32][C:31]([S:34]([CH3:37])(=[O:36])=[O:35])=[CH:30][CH:29]=3)[C:8]=2[C:20]2[CH:25]=[CH:24][CH:23]=[CH:22][CH:21]=2)[CH2:2][CH2:3][CH2:4][CH2:5][CH2:6]1. (6) Given the reactants BrC1C=C(C[N:11]([CH2:23][C:24]2[C:25]([NH:37][CH:38]3[CH2:43][CH2:42][O:41][CH2:40][CH2:39]3)=[C:26]3[CH:34]=[N:33][N:32]([CH2:35][CH3:36])[C:27]3=[N:28][C:29]=2[CH2:30][CH3:31])[C:12]([C:14]2[CH:19]=[CH:18][CH:17]=[C:16]([C:20]([NH2:22])=[O:21])[CH:15]=2)=[O:13])C=CC=1C#N.[CH:44]([C:46]1[CH:47]=[C:48](B(O)O)[CH:49]=[CH:50][CH:51]=1)=[O:45].[C:55]([O-:58])([O-])=O.[Na+].[Na+], predict the reaction product. The product is: [CH2:35]([N:32]1[C:27]2=[N:28][C:29]([CH2:30][CH3:31])=[C:24]([CH2:23][NH:11][C:12]([C:14]3[CH:19]=[CH:18][CH:17]=[C:16]([C:20]([NH:22][CH2:12][C:14]4[CH:15]=[C:16]([C:48]5[CH:49]=[CH:50][CH:51]=[C:46]([CH:44]=[O:45])[CH:47]=5)[CH:17]=[CH:18][C:19]=4[O:58][CH3:55])=[O:21])[CH:15]=3)=[O:13])[C:25]([NH:37][CH:38]3[CH2:43][CH2:42][O:41][CH2:40][CH2:39]3)=[C:26]2[CH:34]=[N:33]1)[CH3:36]. (7) Given the reactants [OH:1][C:2]1[CH:3]=[C:4]([CH:7]=[CH:8][CH:9]=1)[CH:5]=O.Br[C:11]1[CH:16]=[CH:15][C:14]([C:17]([F:20])([F:19])[F:18])=[CH:13][CH:12]=1.Cl.CN(C)CC(O)=O.C(=O)([O-])[O-].[K+].[K+].Cl.Cl.[N:37]1[CH:42]=[CH:41][CH:40]=[C:39]([NH:43][C:44]([N:46]2[CH2:51][CH2:50][NH:49][CH2:48][CH2:47]2)=[O:45])[CH:38]=1.C(O[BH-](OC(=O)C)OC(=O)C)(=O)C.[Na+].[OH-].[Na+], predict the reaction product. The product is: [N:37]1[CH:42]=[CH:41][CH:40]=[C:39]([NH:43][C:44]([N:46]2[CH2:47][CH2:48][N:49]([CH2:5][C:4]3[CH:7]=[CH:8][CH:9]=[C:2]([O:1][C:11]4[CH:16]=[CH:15][C:14]([C:17]([F:20])([F:19])[F:18])=[CH:13][CH:12]=4)[CH:3]=3)[CH2:50][CH2:51]2)=[O:45])[CH:38]=1. (8) Given the reactants [N:1]1[N:5]2[CH:6]=[CH:7][C:8]([CH2:10][N:11]3[C:15]4=[N:16][C:17]([C:20]5[CH:21]=[N:22][N:23]([CH2:25][CH2:26][O:27]C6CCCCO6)[CH:24]=5)=[CH:18][N:19]=[C:14]4[N:13]=[N:12]3)=[CH:9][C:4]2=[CH:3][CH:2]=1.C1N2CN3CN(C2)CN1C3.N.O.C[C:47](O)=[O:48].O, predict the reaction product. The product is: [OH:27][CH2:26][CH2:25][N:23]1[CH:24]=[C:20]([C:17]2[N:16]=[C:15]3[N:11]([CH2:10][C:8]4[CH:7]=[CH:6][N:5]5[N:1]=[CH:2][C:3]([CH:47]=[O:48])=[C:4]5[CH:9]=4)[N:12]=[N:13][C:14]3=[N:19][CH:18]=2)[CH:21]=[N:22]1. (9) Given the reactants [C:1]([C:4]1[S:8][C:7]([C:9]([OH:11])=[O:10])=[CH:6][CH:5]=1)(=[O:3])[CH3:2].OS(O)(=O)=O.[CH2:17](O)[CH3:18], predict the reaction product. The product is: [CH2:17]([O:10][C:9]([C:7]1[S:8][C:4]([C:1](=[O:3])[CH3:2])=[CH:5][CH:6]=1)=[O:11])[CH3:18].